Dataset: Peptide-MHC class I binding affinity with 185,985 pairs from IEDB/IMGT. Task: Regression. Given a peptide amino acid sequence and an MHC pseudo amino acid sequence, predict their binding affinity value. This is MHC class I binding data. The peptide sequence is RPNPDFNTF. The MHC is HLA-B35:01 with pseudo-sequence HLA-B35:01. The binding affinity (normalized) is 1.00.